The task is: Predict the product of the given reaction.. This data is from Forward reaction prediction with 1.9M reactions from USPTO patents (1976-2016). Given the reactants I(O)(=O)(=O)=[O:2].[F:6][C:7]([F:36])([F:35])[CH2:8][CH2:9][C@H:10]([NH:13][C@@H:14]([C:19]1[CH:24]=[CH:23][C:22]([C:25]2[CH:30]=[CH:29][C:28]([S:31]([CH3:34])(=[O:33])=[O:32])=[CH:27][CH:26]=2)=[CH:21][CH:20]=1)[C:15]([F:18])([F:17])[F:16])[CH2:11][OH:12], predict the reaction product. The product is: [F:36][C:7]([F:6])([F:35])[CH2:8][CH2:9][C@H:10]([NH:13][C@@H:14]([C:19]1[CH:24]=[CH:23][C:22]([C:25]2[CH:30]=[CH:29][C:28]([S:31]([CH3:34])(=[O:32])=[O:33])=[CH:27][CH:26]=2)=[CH:21][CH:20]=1)[C:15]([F:16])([F:17])[F:18])[C:11]([OH:2])=[O:12].